This data is from KCNQ2 potassium channel screen with 302,405 compounds. The task is: Binary Classification. Given a drug SMILES string, predict its activity (active/inactive) in a high-throughput screening assay against a specified biological target. (1) The molecule is [nH]1c2c(c3c1cccc3)ccnc2/C=C\c1ccccc1. The result is 0 (inactive). (2) The molecule is O=C/1N(CCCC)C(=O)NC(=O)C1=C\NCCN1CCCCC1. The result is 0 (inactive). (3) The drug is Clc1cc(N2C(O)(C(=O)NC3CC3)c3c(NC2=O)cccc3)ccc1Cl. The result is 0 (inactive). (4) The compound is O(CC(=O)Nc1cc(ccc1)C)c1ccccc1. The result is 0 (inactive). (5) The drug is O=C(N1CCC1)c1c2c(nc(c1)c1cc(OC)c(OC)cc1)cccc2. The result is 0 (inactive). (6) The result is 0 (inactive). The compound is S(=O)(=O)(Cc1nc(oc1C)c1ccc(cc1)C)CC(=O)NCc1c(OC)c(OC)ccc1.